From a dataset of Full USPTO retrosynthesis dataset with 1.9M reactions from patents (1976-2016). Predict the reactants needed to synthesize the given product. (1) Given the product [N+:1]([C:4]1[CH:9]=[CH:8][CH:7]=[CH:6][C:5]=1[CH2:10][CH2:11][C:12]([Cl:17])=[O:14])([O-:3])=[O:2], predict the reactants needed to synthesize it. The reactants are: [N+:1]([C:4]1[CH:9]=[CH:8][CH:7]=[CH:6][C:5]=1[CH2:10][CH2:11][C:12]([OH:14])=O)([O-:3])=[O:2].S(Cl)([Cl:17])=O. (2) The reactants are: Cl.[CH3:2][N:3]([CH3:12])[C:4]([C@@H:6]1[CH2:10][C@@H:9]([OH:11])[CH2:8][NH:7]1)=[O:5].[S:13]1[C:17]2[CH:18]=[CH:19][CH:20]=[CH:21][C:16]=2[N:15]=[C:14]1[C:22]1(Cl)[C:30]2[C:25](=[CH:26][CH:27]=[C:28]([Cl:31])[CH:29]=2)[NH:24][C:23]1=[O:32].C1COCC1.CCN(C(C)C)C(C)C. Given the product [CH3:2][N:3]([CH3:12])[C:4]([C@@H:6]1[CH2:10][C@@H:9]([OH:11])[CH2:8][N:7]1[C:22]1([C:14]2[S:13][C:17]3[CH:18]=[CH:19][CH:20]=[CH:21][C:16]=3[N:15]=2)[C:30]2[C:25](=[CH:26][CH:27]=[C:28]([Cl:31])[CH:29]=2)[NH:24][C:23]1=[O:32])=[O:5], predict the reactants needed to synthesize it. (3) Given the product [NH2:22][C@H:23]([CH2:28][C:29]1[CH:30]=[CH:31][C:32]([F:35])=[CH:33][CH:34]=1)[CH2:24][C:25]([NH:3][CH:4]1[CH2:13][C:12]2[C:7](=[CH:8][N:9]=[CH:10][CH:11]=2)[NH:6][C:5]1=[O:14])=[O:26], predict the reactants needed to synthesize it. The reactants are: Cl.Cl.[NH2:3][CH:4]1[CH2:13][C:12]2[C:7](=[CH:8][N:9]=[CH:10][CH:11]=2)[NH:6][C:5]1=[O:14].C(OC([NH:22][C@H:23]([CH2:28][C:29]1[CH:34]=[CH:33][C:32]([F:35])=[CH:31][CH:30]=1)[CH2:24][C:25](O)=[O:26])=O)(C)(C)C.C(N(CC)CC)C.C1C=CC2N(O)N=NC=2C=1.CCN=C=NCCCN(C)C.Cl. (4) Given the product [NH2:1][C:2]1[N:7]=[C:6]([O:8][S:35]([C:24]2[C:25]([CH:32]([CH3:33])[CH3:34])=[CH:26][C:27]([CH:29]([CH3:31])[CH3:30])=[CH:28][C:23]=2[CH:20]([CH3:22])[CH3:21])(=[O:37])=[O:36])[C:5]([CH2:9][C:10]2[CH:15]=[CH:14][C:13]([CH2:16][C:17]#[N:18])=[CH:12][CH:11]=2)=[C:4]([CH3:19])[N:3]=1, predict the reactants needed to synthesize it. The reactants are: [NH2:1][C:2]1[N:7]=[C:6]([OH:8])[C:5]([CH2:9][C:10]2[CH:15]=[CH:14][C:13]([CH2:16][C:17]#[N:18])=[CH:12][CH:11]=2)=[C:4]([CH3:19])[N:3]=1.[CH:20]([C:23]1[CH:28]=[C:27]([CH:29]([CH3:31])[CH3:30])[CH:26]=[C:25]([CH:32]([CH3:34])[CH3:33])[C:24]=1[S:35](Cl)(=[O:37])=[O:36])([CH3:22])[CH3:21].C1N2CCN(CC2)C1.O. (5) The reactants are: [C:1]([C:3]1[C:4]([C:9]2[CH:14]=[CH:13][CH:12]=[CH:11][CH:10]=2)=[N:5][O:6][C:7]=1[CH3:8])#[CH:2].I[C:16]1[N:17]=[N:18][C:19]([CH3:22])=[CH:20][CH:21]=1. Given the product [CH3:22][C:19]1[N:18]=[N:17][C:16]([C:2]#[C:1][C:3]2[C:4]([C:9]3[CH:14]=[CH:13][CH:12]=[CH:11][CH:10]=3)=[N:5][O:6][C:7]=2[CH3:8])=[CH:21][CH:20]=1, predict the reactants needed to synthesize it.